Dataset: Forward reaction prediction with 1.9M reactions from USPTO patents (1976-2016). Task: Predict the product of the given reaction. (1) Given the reactants [CH2:1]([CH:3]1[C:8](=[O:9])[C:7]([CH3:11])([CH3:10])[CH2:6][CH2:5][CH2:4]1)[CH3:2].[CH3:12][C:13](C)([O-])C.[K+].I[CH2:19]C=C, predict the reaction product. The product is: [CH2:1]([C:3]1([CH2:12][CH3:13])[CH2:4][CH2:5][CH2:6][C:7]([CH3:10])([CH3:11])[C:8]1=[O:9])[CH:2]=[CH2:19]. (2) The product is: [O:46]1[CH2:51][CH2:50][O:49][CH2:48][CH:47]1[C:52]1[C:60]2[S:59][C:58]([NH:61][C:6](=[O:8])[C:5]3[CH:9]=[CH:10][C:11]([CH3:12])=[C:3]([O:2][CH3:1])[CH:4]=3)=[N:57][C:56]=2[C:55]([O:62][CH3:63])=[CH:54][CH:53]=1. Given the reactants [CH3:1][O:2][C:3]1[CH:4]=[C:5]([CH:9]=[CH:10][C:11]=1[CH3:12])[C:6]([OH:8])=O.CN(C(ON1N=NC2C=CC=NC1=2)=[N+](C)C)C.F[P-](F)(F)(F)(F)F.C(N(C(C)C)C(C)C)C.[O:46]1[CH2:51][CH2:50][O:49][CH2:48][CH:47]1[C:52]1[C:60]2[S:59][C:58]([NH2:61])=[N:57][C:56]=2[C:55]([O:62][CH3:63])=[CH:54][CH:53]=1, predict the reaction product.